Dataset: Catalyst prediction with 721,799 reactions and 888 catalyst types from USPTO. Task: Predict which catalyst facilitates the given reaction. Reactant: [Sn](Cl)Cl.[Cl:4][C:5]1[CH:6]=[C:7]([N+:15]([O-])=O)[CH:8]=[C:9]2[C:13]=1[N:12]([CH3:14])[N:11]=[CH:10]2. Product: [Cl:4][C:5]1[CH:6]=[C:7]([NH2:15])[CH:8]=[C:9]2[C:13]=1[N:12]([CH3:14])[N:11]=[CH:10]2. The catalyst class is: 8.